This data is from Buchwald-Hartwig C-N cross coupling reaction yields with 55,370 reactions. The task is: Predict the reaction yield, written as a fraction of the theoretical maximum amount of product (1.0 means a 100% yield; for example, 0.34 means a 34% yield). The reactants are Brc1cccnc1.Cc1ccc(N)cc1.O=S(=O)(O[Pd]1c2ccccc2-c2ccccc2N~1)C(F)(F)F.COc1ccc(OC)c(P([C@]23C[C@H]4C[C@H](C[C@H](C4)C2)C3)[C@]23C[C@H]4C[C@H](C[C@H](C4)C2)C3)c1-c1c(C(C)C)cc(C(C)C)cc1C(C)C.CN(C)C(=NC(C)(C)C)N(C)C.Fc1cccc(F)c1-c1ccno1. No catalyst specified. The product is Cc1ccc(Nc2cccnc2)cc1. The yield is 0.369.